Dataset: Full USPTO retrosynthesis dataset with 1.9M reactions from patents (1976-2016). Task: Predict the reactants needed to synthesize the given product. (1) Given the product [F:23][C:19]1[CH:18]=[C:17]2[C:22](=[CH:21][CH:20]=1)[N:14]([CH2:13][C@@H:12]([NH:24][C:25](=[O:41])[C@@H:26]([NH:31][C:32](=[O:40])[C:33]1[CH:38]=[CH:37][CH:36]=[C:35]([CH3:39])[CH:34]=1)[CH2:27][CH:28]([CH3:30])[CH3:29])[CH2:11][CH2:10][C:9]([OH:42])=[O:8])[CH2:15][CH2:16]2, predict the reactants needed to synthesize it. The reactants are: C([O:8][C:9](=[O:42])[CH2:10][CH2:11][C@H:12]([NH:24][C:25](=[O:41])[C@@H:26]([NH:31][C:32](=[O:40])[C:33]1[CH:38]=[CH:37][CH:36]=[C:35]([CH3:39])[CH:34]=1)[CH2:27][CH:28]([CH3:30])[CH3:29])[CH2:13][N:14]1[C:22]2[C:17](=[CH:18][C:19]([F:23])=[CH:20][CH:21]=2)[CH2:16][CH2:15]1)C1C=CC=CC=1.[H][H]. (2) Given the product [CH3:14][C:13]1[CH:12]=[CH:11][C:7]2[C:2](=[CH:3][C:4]([CH3:9])=[C:5]([OH:8])[CH:6]=2)[N:1]=1, predict the reactants needed to synthesize it. The reactants are: [NH2:1][C:2]1[CH:7]=[CH:6][C:5]([OH:8])=[C:4]([CH3:9])[CH:3]=1.Cl.[CH:11](=O)/[CH:12]=[CH:13]/[CH3:14]. (3) Given the product [Cl:1][C:2]1[N:3]=[C:4]([N:12]2[CH2:17][CH2:16][O:15][CH2:14][CH2:13]2)[C:5]2[S:10][C:9]([NH:11][C:23](=[O:24])[O:22][C:19]([CH3:21])([CH3:20])[CH3:18])=[CH:8][C:6]=2[N:7]=1, predict the reactants needed to synthesize it. The reactants are: [Cl:1][C:2]1[N:3]=[C:4]([N:12]2[CH2:17][CH2:16][O:15][CH2:14][CH2:13]2)[C:5]2[S:10][C:9]([NH2:11])=[CH:8][C:6]=2[N:7]=1.[CH3:18][C:19]([O:22][C:23](O[C:23]([O:22][C:19]([CH3:21])([CH3:20])[CH3:18])=[O:24])=[O:24])([CH3:21])[CH3:20].[H-].[Na+]. (4) Given the product [C:25]([C:2]1[CH:3]=[CH:4][C:5]([C:8]([O:10][CH2:11][C:12]2[CH:17]=[CH:16][CH:15]=[CH:14][CH:13]=2)=[O:9])=[N:6][CH:7]=1)([CH3:27])=[CH2:26], predict the reactants needed to synthesize it. The reactants are: Br[C:2]1[CH:3]=[CH:4][C:5]([C:8]([O:10][CH2:11][C:12]2[CH:17]=[CH:16][CH:15]=[CH:14][CH:13]=2)=[O:9])=[N:6][CH:7]=1.CCN(CC)CC.[CH:25](O)([CH3:27])[CH3:26]. (5) Given the product [CH3:34][C:33]([CH3:36])([CH3:35])[CH2:32][O:31][C:29]([N:25]1[CH2:26][CH2:27][CH:22]([O:21][C:20]2[N:19]=[CH:18][N:17]=[C:16]3[N:12]([C:9]4[CH:10]=[CH:11][C:6]([S:3]([CH3:2])(=[O:4])=[O:5])=[CH:7][CH:8]=4)[N:13]=[CH:14][C:15]=23)[CH2:23][CH2:24]1)=[O:30], predict the reactants needed to synthesize it. The reactants are: Cl.[CH3:2][S:3]([C:6]1[CH:11]=[CH:10][C:9]([N:12]2[C:16]3=[N:17][CH:18]=[N:19][C:20]([O:21][CH:22]4[CH2:27][CH2:26][NH:25][CH2:24][CH2:23]4)=[C:15]3[CH:14]=[N:13]2)=[CH:8][CH:7]=1)(=[O:5])=[O:4].Cl[C:29]([O:31][CH2:32][C:33]([CH3:36])([CH3:35])[CH3:34])=[O:30].C(N(CC)CC)C.